Dataset: Catalyst prediction with 721,799 reactions and 888 catalyst types from USPTO. Task: Predict which catalyst facilitates the given reaction. Reactant: C([O:3][C:4](=[O:13])[CH2:5][C:6]1[C:7]([Cl:12])=[N:8][CH:9]=[N:10][CH:11]=1)C.O.[OH-].[Li+]. Product: [Cl:12][C:7]1[C:6]([CH2:5][C:4]([OH:13])=[O:3])=[CH:11][N:10]=[CH:9][N:8]=1. The catalyst class is: 97.